From a dataset of Catalyst prediction with 721,799 reactions and 888 catalyst types from USPTO. Predict which catalyst facilitates the given reaction. (1) Reactant: [C:1]([C:3]1[CH:8]=[CH:7][N+:6]([O-:9])=[CH:5][CH:4]=1)#[N:2].S(=O)(=O)(O)O.[CH3:15][O:16][C:17]1[C:25]2[O:24][C:23]([CH3:27])([CH3:26])[CH2:22][C:21]=2[CH:20]=[C:19]([CH:28]=[C:29]([CH3:31])[CH3:30])[CH:18]=1.N. Product: [CH3:15][O:16][C:17]1[CH:18]=[C:19]2[C:20](=[C:21]3[CH2:22][C:23]([CH3:27])([CH3:26])[O:24][C:25]=13)[C:1]([C:3]1[CH:8]=[CH:7][N+:6]([O-:9])=[CH:5][CH:4]=1)=[N:2][C:29]([CH3:31])([CH3:30])[CH2:28]2. The catalyst class is: 11. (2) Reactant: C(Cl)(=O)C(Cl)=O.CN(C)C=O.[C:12]([O:16][C:17]([N:19]1[CH2:24][CH2:23][O:22][CH2:21][CH:20]1[C:25](=O)[NH2:26])=[O:18])([CH3:15])([CH3:14])[CH3:13].N1C=CC=CC=1. Product: [C:25]([CH:20]1[CH2:21][O:22][CH2:23][CH2:24][N:19]1[C:17]([O:16][C:12]([CH3:15])([CH3:14])[CH3:13])=[O:18])#[N:26]. The catalyst class is: 10.